Dataset: Forward reaction prediction with 1.9M reactions from USPTO patents (1976-2016). Task: Predict the product of the given reaction. (1) Given the reactants F[C:2]1[CH:7]=[C:6]([CH3:8])[C:5]([N+:9]([O-:11])=[O:10])=[CH:4][C:3]=1[N+:12]([O-:14])=[O:13].[CH3:15][O-:16].[Na+].[C:18](OCC)(=[O:24])[C:19]([O:21][CH2:22]C)=[O:20], predict the reaction product. The product is: [CH3:22][O:21][C:19](=[O:20])[C:18](=[O:24])[CH2:8][C:6]1[CH:7]=[C:2]([O:16][CH3:15])[C:3]([N+:12]([O-:14])=[O:13])=[CH:4][C:5]=1[N+:9]([O-:11])=[O:10]. (2) Given the reactants [CH3:1][C:2]1[C:6]([C:7]([O:9]C)=[O:8])=[CH:5][NH:4][N:3]=1.[OH-].[Na+].Cl, predict the reaction product. The product is: [CH3:1][C:2]1[C:6]([C:7]([OH:9])=[O:8])=[CH:5][NH:4][N:3]=1. (3) Given the reactants [F:1][C:2]1[CH:7]=[CH:6][C:5]([F:8])=[CH:4][C:3]=1[C@H:9]1[CH2:13][CH2:12][CH2:11][N:10]1[C:14]1[CH:19]=[CH:18][N:17]2[N:20]=[CH:21][C:22]([NH2:23])=[C:16]2[N:15]=1.C1N=CN([C:29]([N:31]2[CH:35]=N[CH:33]=[CH:32]2)=[O:30])C=1.N1CC[C@H:38]([OH:41])C1, predict the reaction product. The product is: [F:1][C:2]1[CH:7]=[CH:6][C:5]([F:8])=[CH:4][C:3]=1[C@H:9]1[CH2:13][CH2:12][CH2:11][N:10]1[C:14]1[CH:19]=[CH:18][N:17]2[N:20]=[CH:21][C:22]([NH:23][C:29]([N:31]3[CH2:32][CH2:33][C@H:38]([OH:41])[CH2:35]3)=[O:30])=[C:16]2[N:15]=1. (4) Given the reactants Cl.C(O[C:5]([C:7]1[CH:8]=[C:9]2[C:13](=[CH:14][CH:15]=1)[NH:12][N:11]=[C:10]2[C:16]1[CH:25]=[CH:24][C:23]2[C:18](=[CH:19][CH:20]=[C:21]([O:26][CH2:27][CH2:28][N:29]3[CH2:34][CH2:33][CH2:32][CH2:31][CH2:30]3)[CH:22]=2)[CH:17]=1)=[NH:6])C.[CH:35]1([CH2:38][C:39]([NH:41][NH2:42])=O)[CH2:37][CH2:36]1.C(N(CC)CC)C, predict the reaction product. The product is: [CH:35]1([CH2:38][C:39]2[NH:41][N:42]=[C:5]([C:7]3[CH:8]=[C:9]4[C:13](=[CH:14][CH:15]=3)[NH:12][N:11]=[C:10]4[C:16]3[CH:25]=[CH:24][C:23]4[C:18](=[CH:19][CH:20]=[C:21]([O:26][CH2:27][CH2:28][N:29]5[CH2:34][CH2:33][CH2:32][CH2:31][CH2:30]5)[CH:22]=4)[CH:17]=3)[N:6]=2)[CH2:37][CH2:36]1. (5) Given the reactants C[O:2][C:3](=O)[CH2:4][C:5]1[CH:9]=[C:8]([CH3:10])[O:7][N:6]=1.O.[NH2:13][NH2:14], predict the reaction product. The product is: [CH3:10][C:8]1[O:7][N:6]=[C:5]([CH2:4][C:3]([NH:13][NH2:14])=[O:2])[CH:9]=1. (6) Given the reactants [F:1][C:2]([F:27])([F:26])[C:3]1[CH:21]=[C:20]([C:22]([F:25])([F:24])[F:23])[CH:19]=[CH:18][C:4]=1[CH2:5][O:6][C:7]1[C:14]([O:15][CH3:16])=[CH:13][C:10]([CH:11]=O)=[C:9]([Cl:17])[CH:8]=1.[CH3:28][NH:29][C:30]1[CH2:34][S:33][C:32](=[O:35])[N:31]=1.CC(C)([O-])C.[K+], predict the reaction product. The product is: [F:1][C:2]([F:26])([F:27])[C:3]1[CH:21]=[C:20]([C:22]([F:24])([F:25])[F:23])[CH:19]=[CH:18][C:4]=1[CH2:5][O:6][C:7]1[C:14]([O:15][CH3:16])=[CH:13][C:10](/[CH:11]=[C:34]2/[C:30]([NH:29][CH3:28])=[N:31][C:32](=[O:35])[S:33]/2)=[C:9]([Cl:17])[CH:8]=1. (7) Given the reactants CS(O[CH2:6][C:7]1[C:8]([CH3:33])=[N:9][C:10]([CH2:29][CH:30]([CH3:32])[CH3:31])=[C:11]([CH2:20][NH:21][C:22]([O:24][C:25]([CH3:28])([CH3:27])[CH3:26])=[O:23])[C:12]=1[C:13]1[CH:18]=[CH:17][C:16]([CH3:19])=[CH:15][CH:14]=1)(=O)=O.C(=O)([O-])[O-].[K+].[K+].[SH:40][CH2:41][C:42]([O:44]CC)=[O:43].O, predict the reaction product. The product is: [C:25]([O:24][C:22]([NH:21][CH2:20][C:11]1[C:12]([C:13]2[CH:14]=[CH:15][C:16]([CH3:19])=[CH:17][CH:18]=2)=[C:7]([CH2:6][S:40][CH2:41][C:42]([OH:44])=[O:43])[C:8]([CH3:33])=[N:9][C:10]=1[CH2:29][CH:30]([CH3:31])[CH3:32])=[O:23])([CH3:27])([CH3:26])[CH3:28].